Dataset: Forward reaction prediction with 1.9M reactions from USPTO patents (1976-2016). Task: Predict the product of the given reaction. (1) Given the reactants C([O:3][C:4](=[O:25])[CH2:5][CH:6]1[C:11](=[O:12])[NH:10][C:9]([CH3:14])([CH3:13])[CH2:8][N:7]1[S:15]([C:18]1[CH:23]=[CH:22][C:21]([CH3:24])=[CH:20][CH:19]=1)(=[O:17])=[O:16])C.[Li+].[OH-], predict the reaction product. The product is: [CH3:13][C:9]1([CH3:14])[CH2:8][N:7]([S:15]([C:18]2[CH:19]=[CH:20][C:21]([CH3:24])=[CH:22][CH:23]=2)(=[O:17])=[O:16])[CH:6]([CH2:5][C:4]([OH:25])=[O:3])[C:11](=[O:12])[NH:10]1. (2) Given the reactants [Cl:1][C:2]1[CH:28]=[CH:27][C:5]2[N:6]([CH3:26])[C:7]3[CH:25]=[CH:24][CH:23]=[CH:22][C:8]=3[C@@H:9]3[C@H:14]([NH:15][CH2:16][C:17]([O:19]CC)=[O:18])[CH2:13][CH2:12][CH2:11][N:10]3[C:4]=2[CH:3]=1.[OH-].[Na+], predict the reaction product. The product is: [Cl:1][C:2]1[CH:28]=[CH:27][C:5]2[N:6]([CH3:26])[C:7]3[CH:25]=[CH:24][CH:23]=[CH:22][C:8]=3[C@@H:9]3[C@H:14]([NH:15][CH2:16][C:17]([OH:19])=[O:18])[CH2:13][CH2:12][CH2:11][N:10]3[C:4]=2[CH:3]=1. (3) Given the reactants [OH:1][CH2:2][C:3]1[CH:12]=[CH:11][C:10]2[C:5](=[CH:6][CH:7]=[C:8]([CH2:13][OH:14])[CH:9]=2)[CH:4]=1.[Si:15](Cl)([C:18]([CH3:21])([CH3:20])[CH3:19])([CH3:17])[CH3:16].[Cl-].[NH4+], predict the reaction product. The product is: [Si:15]([O:1][CH2:2][C:3]1[CH:12]=[CH:11][C:10]2[C:5](=[CH:6][CH:7]=[C:8]([CH2:13][OH:14])[CH:9]=2)[CH:4]=1)([C:18]([CH3:21])([CH3:20])[CH3:19])([CH3:17])[CH3:16]. (4) Given the reactants [NH2:1][C:2]1[C:10]([Cl:11])=[CH:9][CH:8]=[CH:7][C:3]=1[C:4]([OH:6])=[O:5].[Br:12]Br.Br, predict the reaction product. The product is: [NH2:1][C:2]1[C:10]([Cl:11])=[CH:9][C:8]([Br:12])=[CH:7][C:3]=1[C:4]([OH:6])=[O:5]. (5) Given the reactants [Cl:1][C:2]1[CH:25]=[CH:24][C:5]([CH2:6][N:7]2[C:15]3[C:10](=[CH:11][C:12](/[CH:16]=[C:17]4/[C:18](=[O:23])[NH:19][C:20](=[O:22])[S:21]/4)=[CH:13][CH:14]=3)[CH:9]=[N:8]2)=[C:4]([C:26]([F:29])([F:28])[F:27])[CH:3]=1.Br[CH2:31]/[CH:32]=[CH:33]/[C:34]([O:36][CH3:37])=[O:35], predict the reaction product. The product is: [CH3:37][O:36][C:34](=[O:35])/[CH:33]=[CH:32]/[CH2:31][N:19]1[C:18](=[O:23])/[C:17](=[CH:16]/[C:12]2[CH:11]=[C:10]3[C:15](=[CH:14][CH:13]=2)[N:7]([CH2:6][C:5]2[CH:24]=[CH:25][C:2]([Cl:1])=[CH:3][C:4]=2[C:26]([F:27])([F:29])[F:28])[N:8]=[CH:9]3)/[S:21][C:20]1=[O:22]. (6) Given the reactants [Cl:1][C:2]1[CH:7]=[CH:6][C:5]([CH2:8][C@@H:9]([C:13]2[CH:18]=[CH:17][CH:16]=[C:15]([C:19]#[N:20])[CH:14]=2)[C@@H:10]([NH2:12])[CH3:11])=[CH:4][CH:3]=1.[C:21]1([C:27](=O)[CH2:28][N:29]2[CH:33]=[CH:32][CH:31]=[N:30]2)[CH:26]=[CH:25][CH:24]=[CH:23][CH:22]=1.CC1C=CC(S(O)(=O)=O)=CC=1, predict the reaction product. The product is: [Cl:1][C:2]1[CH:7]=[CH:6][C:5]([CH2:8][C@@H:9]([C:13]2[CH:14]=[C:15]([CH:16]=[CH:17][CH:18]=2)[C:19]#[N:20])[C@@H:10]([NH:12][CH:27]([C:21]2[CH:26]=[CH:25][CH:24]=[CH:23][CH:22]=2)[CH2:28][N:29]2[CH:33]=[CH:32][CH:31]=[N:30]2)[CH3:11])=[CH:4][CH:3]=1. (7) Given the reactants Cl.Cl.Cl.[NH2:4][C@H:5]([C:10]1[N:11]=[C:12]([NH:15][C:16]2[CH:21]=[CH:20][C:19]([N:22]3[CH:26]=[C:25]([CH3:27])[N:24]=[CH:23]3)=[C:18]([O:28][CH3:29])[CH:17]=2)[S:13][CH:14]=1)[CH2:6][CH:7]([CH3:9])[CH3:8].[F:30][C:31]([F:37])([F:36])[CH2:32][C:33](Cl)=[O:34], predict the reaction product. The product is: [F:30][C:31]([F:37])([F:36])[CH2:32][C:33]([NH:4][C@H:5]([C:10]1[N:11]=[C:12]([NH:15][C:16]2[CH:21]=[CH:20][C:19]([N:22]3[CH:26]=[C:25]([CH3:27])[N:24]=[CH:23]3)=[C:18]([O:28][CH3:29])[CH:17]=2)[S:13][CH:14]=1)[CH2:6][CH:7]([CH3:8])[CH3:9])=[O:34]. (8) Given the reactants [Cl:1][C:2]1[CH:10]=[CH:9][C:8]([C:11]([F:14])([F:13])[F:12])=[CH:7][C:3]=1[C:4]([OH:6])=[O:5].[C:15](Cl)(=O)C(Cl)=O.CO, predict the reaction product. The product is: [Cl:1][C:2]1[CH:10]=[CH:9][C:8]([C:11]([F:12])([F:13])[F:14])=[CH:7][C:3]=1[C:4]([O:6][CH3:15])=[O:5]. (9) The product is: [F:2][CH2:3][CH:4]1[O:9][CH2:8][CH2:7][N:6]([C:10]2[N:11]=[C:12]([CH2:17][C:18]([N:35]3[C:36]4[C:41](=[CH:40][CH:39]=[CH:38][CH:37]=4)[CH2:42][C@@H:34]3[CH3:33])=[O:20])[NH:13][C:14](=[O:16])[CH:15]=2)[CH2:5]1. Given the reactants [Na].[F:2][CH2:3][CH:4]1[O:9][CH2:8][CH2:7][N:6]([C:10]2[N:11]=[C:12]([CH2:17][C:18]([OH:20])=O)[NH:13][C:14](=[O:16])[CH:15]=2)[CH2:5]1.Cl.CN(C)CCCN=C=NCC.[CH3:33][C@H:34]1[CH2:42][C:41]2[C:36](=[CH:37][CH:38]=[CH:39][CH:40]=2)[NH:35]1, predict the reaction product.